From a dataset of TCR-epitope binding with 47,182 pairs between 192 epitopes and 23,139 TCRs. Binary Classification. Given a T-cell receptor sequence (or CDR3 region) and an epitope sequence, predict whether binding occurs between them. The epitope is WICLLQFAY. The TCR CDR3 sequence is CATSDLMDAINEQFF. Result: 1 (the TCR binds to the epitope).